From a dataset of Peptide-MHC class II binding affinity with 134,281 pairs from IEDB. Regression. Given a peptide amino acid sequence and an MHC pseudo amino acid sequence, predict their binding affinity value. This is MHC class II binding data. The peptide sequence is LGGLWKTVSPHRSPI. The MHC is HLA-DPA10201-DPB10501 with pseudo-sequence HLA-DPA10201-DPB10501. The binding affinity (normalized) is 0.241.